From a dataset of Forward reaction prediction with 1.9M reactions from USPTO patents (1976-2016). Predict the product of the given reaction. (1) Given the reactants [H-].[Na+].[C:3]([C:5]1[C:13]2[C:8](=[N:9][CH:10]=[C:11]([C:14]3[CH:19]=[CH:18][C:17]([S:20]([CH:23]([CH3:25])[CH3:24])(=[O:22])=[O:21])=[CH:16][CH:15]=3)[N:12]=2)[NH:7][CH:6]=1)#[CH:4].[S:26](Cl)([C:29]1[CH:35]=[CH:34][C:32]([CH3:33])=[CH:31][CH:30]=1)(=[O:28])=[O:27], predict the reaction product. The product is: [C:3]([C:5]1[C:13]2[C:8](=[N:9][CH:10]=[C:11]([C:14]3[CH:15]=[CH:16][C:17]([S:20]([CH:23]([CH3:25])[CH3:24])(=[O:22])=[O:21])=[CH:18][CH:19]=3)[N:12]=2)[N:7]([S:26]([C:29]2[CH:35]=[CH:34][C:32]([CH3:33])=[CH:31][CH:30]=2)(=[O:28])=[O:27])[CH:6]=1)#[CH:4]. (2) Given the reactants C(NCC(O)=O)(OCC1C2C(=CC=CC=2)C2C1=CC=CC=2)=O.NC1C=C([N+]([O-])=O)C=CC=1C(C1C=CC=CC=1)=O.[NH2:41][C:42]1[CH:61]=[CH:60][C:45]2[N:46]([CH3:59])[C:47](=[O:58])[CH:48](C)[N:49]=[C:50]([C:51]3[CH:56]=[CH:55][CH:54]=[CH:53][CH:52]=3)[C:44]=2[CH:43]=1, predict the reaction product. The product is: [NH2:41][C:42]1[CH:61]=[CH:60][C:45]2[N:46]([CH3:59])[C:47](=[O:58])[CH2:48][N:49]=[C:50]([C:51]3[CH:56]=[CH:55][CH:54]=[CH:53][CH:52]=3)[C:44]=2[CH:43]=1. (3) Given the reactants [CH3:1][CH:2]([CH2:7][N:8]1[CH2:12][CH2:11][CH2:10][CH2:9]1)[CH2:3][C:4]([OH:6])=O.C(Cl)(=O)C(Cl)=O.C(OC([N:26]1[C:30]([NH2:31])=[CH:29][C:28]([C:32]2[CH:33]=[C:34]3[C:39](=[CH:40][CH:41]=2)[N:38]=[CH:37][CH:36]=[CH:35]3)=[N:27]1)=O)(C)(C)C.Cl, predict the reaction product. The product is: [CH3:1][CH:2]([CH2:7][N:8]1[CH2:12][CH2:11][CH2:10][CH2:9]1)[CH2:3][C:4]([NH:31][C:30]1[NH:26][N:27]=[C:28]([C:32]2[CH:33]=[C:34]3[C:39](=[CH:40][CH:41]=2)[N:38]=[CH:37][CH:36]=[CH:35]3)[CH:29]=1)=[O:6]. (4) Given the reactants [Br:1][C:2]1[CH:10]=[C:9]2[C:5]([CH2:6][CH2:7][C:8]2=O)=[CH:4][CH:3]=1.[CH3:12][NH:13][CH3:14].C(O[BH-](OC(=O)C)OC(=O)C)(=O)C.[Na+], predict the reaction product. The product is: [Br:1][C:2]1[CH:10]=[C:9]2[C:5]([CH2:6][CH2:7][CH:8]2[N:13]([CH3:14])[CH3:12])=[CH:4][CH:3]=1. (5) Given the reactants Cl.[CH3:2][N:3]1[C:11]2[C:6](=[CH:7][C:8]([N+:12]([O-])=O)=[CH:9][CH:10]=2)[CH:5]=[N:4]1, predict the reaction product. The product is: [CH3:2][N:3]1[C:11]2[C:6](=[CH:7][C:8]([NH2:12])=[CH:9][CH:10]=2)[CH:5]=[N:4]1.